From a dataset of Forward reaction prediction with 1.9M reactions from USPTO patents (1976-2016). Predict the product of the given reaction. Given the reactants Br[C:2]1[C:3]([N:17]2[C:21]([CH3:22])=[CH:20][C:19]([C:23]([F:26])([F:25])[F:24])=[N:18]2)=[N:4][C:5]([NH:8][C:9]2[CH:14]=[CH:13][C:12]([F:15])=[C:11]([Cl:16])[CH:10]=2)=[N:6][CH:7]=1.[N:27]1([CH2:32][CH2:33][O:34][C:35]2[N:40]=[CH:39][C:38](B(O)O)=[CH:37][C:36]=2[C:44]([O:46][CH3:47])=[O:45])[CH:31]=[CH:30][N:29]=[CH:28]1.N1(CCOC2C(C(OC)=O)=CC(B3OC(C)(C)C(C)(C)O3)=CN=2)C=CN=C1.B(O)O.C(=O)([O-])[O-].[Na+].[Na+], predict the reaction product. The product is: [Cl:16][C:11]1[CH:10]=[C:9]([NH:8][C:5]2[N:4]=[C:3]([N:17]3[C:21]([CH3:22])=[CH:20][C:19]([C:23]([F:26])([F:25])[F:24])=[N:18]3)[C:2]([C:38]3[CH:37]=[C:36]([C:44]([O:46][CH3:47])=[O:45])[C:35]([O:34][CH2:33][CH2:32][N:27]4[CH:31]=[CH:30][N:29]=[CH:28]4)=[N:40][CH:39]=3)=[CH:7][N:6]=2)[CH:14]=[CH:13][C:12]=1[F:15].